From a dataset of Full USPTO retrosynthesis dataset with 1.9M reactions from patents (1976-2016). Predict the reactants needed to synthesize the given product. (1) Given the product [NH4+:8].[OH-:6].[NH2:8][C:9]1[CH:13]=[C:12]([C:14]2[CH:19]=[CH:18][C:17]([O:20][CH2:21][CH2:22][NH:23][C:24]([NH2:26])=[O:25])=[CH:16][CH:15]=2)[N:11]([C:27]2[CH:32]=[CH:31][C:30]([O:33][CH3:34])=[CH:29][CH:28]=2)[N:10]=1, predict the reactants needed to synthesize it. The reactants are: Cl.C([O:6]C(=O)[NH:8][C:9]1[CH:13]=[C:12]([C:14]2[CH:19]=[CH:18][C:17]([O:20][CH2:21][CH2:22][NH:23][C:24]([NH2:26])=[O:25])=[CH:16][CH:15]=2)[N:11]([C:27]2[CH:32]=[CH:31][C:30]([O:33][CH3:34])=[CH:29][CH:28]=2)[N:10]=1)(C)(C)C. (2) The reactants are: [Cl:1][C:2]1[CH:7]=[CH:6][C:5]([C:8]([C:11]2[N:15]([C:16]3[CH:21]=[CH:20][C:19]([F:22])=[CH:18][CH:17]=3)[C:14]([S:23][CH2:24][C:25]3[CH:33]=[CH:32][C:28]([C:29](O)=[O:30])=[CH:27][C:26]=3[F:34])=[N:13][CH:12]=2)([CH3:10])[CH3:9])=[CH:4][C:3]=1[O:35][CH3:36].S(Cl)(Cl)=O.[NH2:41][CH2:42][CH2:43][S:44]([OH:47])(=[O:46])=[O:45].[CH3:48][CH2:49][N:50]([CH2:53][CH3:54])[CH2:51][CH3:52]. Given the product [Cl:1][C:2]1[CH:7]=[CH:6][C:5]([C:8]([C:11]2[N:15]([C:16]3[CH:21]=[CH:20][C:19]([F:22])=[CH:18][CH:17]=3)[C:14]([S:23][CH2:24][C:25]3[CH:33]=[CH:32][C:28]([C:29]([NH:41][CH2:42][CH2:43][S:44]([O-:47])(=[O:46])=[O:45])=[O:30])=[CH:27][C:26]=3[F:34])=[N:13][CH:12]=2)([CH3:9])[CH3:10])=[CH:4][C:3]=1[O:35][CH3:36].[CH2:49]([NH+:50]([CH2:53][CH3:54])[CH2:51][CH3:52])[CH3:48], predict the reactants needed to synthesize it. (3) Given the product [CH:12]([O:7][C:6](=[O:8])[C:5]1[CH:9]=[CH:10][C:2]([Cl:1])=[C:3]([OH:11])[CH:4]=1)([CH3:14])[CH3:13], predict the reactants needed to synthesize it. The reactants are: [Cl:1][C:2]1[CH:10]=[CH:9][C:5]([C:6]([OH:8])=[O:7])=[CH:4][C:3]=1[OH:11].[CH:12](O)([CH3:14])[CH3:13]. (4) The reactants are: ClC(Cl)(Cl)C([N:5]1[CH2:10][CH2:9][N:8]([C:11]2[CH:20]=[C:19]([S:21]([N:24]3[C:32]4[C:27](=[CH:28][C:29]([Cl:33])=[CH:30][CH:31]=4)[C:26]([CH:34]([F:36])[F:35])=[CH:25]3)(=[O:23])=[O:22])[C:18]3[C:13](=[CH:14][CH:15]=[CH:16][CH:17]=3)[C:12]=2[O:37][CH3:38])[CH2:7][CH2:6]1)=O.[OH-].[K+]. Given the product [Cl:33][C:29]1[CH:28]=[C:27]2[C:32](=[CH:31][CH:30]=1)[N:24]([S:21]([C:19]1[C:18]3[C:13](=[CH:14][CH:15]=[CH:16][CH:17]=3)[C:12]([O:37][CH3:38])=[C:11]([N:8]3[CH2:9][CH2:10][NH:5][CH2:6][CH2:7]3)[CH:20]=1)(=[O:23])=[O:22])[CH:25]=[C:26]2[CH:34]([F:35])[F:36], predict the reactants needed to synthesize it. (5) Given the product [Br:1][C:2]1[CH:3]=[CH:4][C:5]([C:8]2[C:14]3[CH:15]=[C:16]([O:21][CH3:22])[C:17]([O:19][CH3:20])=[CH:18][C:13]=3[CH2:12][CH:11]([CH3:23])[N:10]([C:41]([NH:34][CH3:31])=[O:42])[N:9]=2)=[CH:6][CH:7]=1, predict the reactants needed to synthesize it. The reactants are: [Br:1][C:2]1[CH:7]=[CH:6][C:5]([C:8]2[C:14]3[CH:15]=[C:16]([O:21][CH3:22])[C:17]([O:19][CH3:20])=[CH:18][C:13]=3[CH2:12][CH:11]([CH3:23])[NH:10][N:9]=2)=[CH:4][CH:3]=1.ClC(OC1C=C[C:31]([N+:34]([O-])=O)=CC=1)=O.CN.C1C[O:42][CH2:41]C1.